From a dataset of Forward reaction prediction with 1.9M reactions from USPTO patents (1976-2016). Predict the product of the given reaction. (1) The product is: [O:1]=[C:2]1[N:6]([CH2:7][C:8]([NH:20][C:21]2[N:26]=[CH:25][C:24]3[CH2:27][C:28]4([CH2:38][C:23]=3[CH:22]=2)[C:36]2[C:31](=[N:32][CH:33]=[CH:34][CH:35]=2)[NH:30][C:29]4=[O:37])=[O:10])[C:5]2[CH:11]=[CH:12][CH:13]=[CH:14][C:4]=2[N:3]1[CH:15]1[CH2:19][CH2:18][O:17][CH2:16]1. Given the reactants [O:1]=[C:2]1[N:6]([CH2:7][C:8]([OH:10])=O)[C:5]2[CH:11]=[CH:12][CH:13]=[CH:14][C:4]=2[N:3]1[CH:15]1[CH2:19][CH2:18][O:17][CH2:16]1.[NH2:20][C:21]1[N:26]=[CH:25][C:24]2[CH2:27][C:28]3([CH2:38][C:23]=2[CH:22]=1)[C:36]1[C:31](=[N:32][CH:33]=[CH:34][CH:35]=1)[NH:30][C:29]3=[O:37].C1CN(C(Cl)=[N+]2CCCC2)CC1.F[P-](F)(F)(F)(F)F.C(N(CC)C(C)C)(C)C, predict the reaction product. (2) Given the reactants [OH:1][CH:2]1[CH2:7][CH2:6][NH:5][CH2:4][CH2:3]1.[C:8](Cl)(=[O:15])[C:9]1[CH:14]=[CH:13][CH:12]=[CH:11][CH:10]=1, predict the reaction product. The product is: [C:9]1([C:8]([N:5]2[CH2:6][CH2:7][CH:2]([OH:1])[CH2:3][CH2:4]2)=[O:15])[CH:14]=[CH:13][CH:12]=[CH:11][CH:10]=1. (3) Given the reactants [NH:1]1[CH2:6][CH2:5][CH:4]([C:7]2[C:15]3[C:10](=[CH:11][CH:12]=[CH:13][CH:14]=3)[N:9]([CH2:16][C:17]3[CH:22]=[CH:21][N:20]=[CH:19][CH:18]=3)[CH:8]=2)[CH2:3][CH2:2]1.C[O:24][C:25](=[O:35])[C:26]1[CH:31]=[CH:30][C:29]([Br:32])=[C:28]([CH2:33]Br)[CH:27]=1, predict the reaction product. The product is: [Br:32][C:29]1[CH:30]=[CH:31][C:26]([C:25]([OH:35])=[O:24])=[CH:27][C:28]=1[CH2:33][N:1]1[CH2:6][CH2:5][CH:4]([C:7]2[C:15]3[C:10](=[CH:11][CH:12]=[CH:13][CH:14]=3)[N:9]([CH2:16][C:17]3[CH:18]=[CH:19][N:20]=[CH:21][CH:22]=3)[CH:8]=2)[CH2:3][CH2:2]1. (4) Given the reactants [F:1]/[C:2](/[C:18]1[CH:22]=[C:21]([CH3:23])[N:20]([CH2:24][C:25]2[CH:26]=[N:27][C:28](F)=[CH:29][CH:30]=2)[N:19]=1)=[CH:3]\[C:4]1[CH:5]=[CH:6][C:7]([N:10]2[CH2:15][CH:14]([CH3:16])[O:13][CH:12]([CH3:17])[CH2:11]2)=[N:8][CH:9]=1.[CH3:32][NH2:33], predict the reaction product. The product is: [CH3:17][CH:12]1[O:13][CH:14]([CH3:16])[CH2:15][N:10]([C:7]2[N:8]=[CH:9][C:4](/[CH:3]=[C:2](/[C:18]3[CH:22]=[C:21]([CH3:23])[N:20]([CH2:24][C:25]4[CH:30]=[CH:29][C:28]([NH:33][CH3:32])=[N:27][CH:26]=4)[N:19]=3)\[F:1])=[CH:5][CH:6]=2)[CH2:11]1.